This data is from CYP3A4 inhibition data for predicting drug metabolism from PubChem BioAssay. The task is: Regression/Classification. Given a drug SMILES string, predict its absorption, distribution, metabolism, or excretion properties. Task type varies by dataset: regression for continuous measurements (e.g., permeability, clearance, half-life) or binary classification for categorical outcomes (e.g., BBB penetration, CYP inhibition). Dataset: cyp3a4_veith. (1) The molecule is CC(C)=NOC[C@@H](O)[C@@H]1O[C@@H]2OC(C)(C)O[C@@H]2[C@H]1O. The result is 0 (non-inhibitor). (2) The compound is C#CCN1C(C)=C(C(=O)CCO)[C@@H](c2cccc(-n3oo3)c2)C(C(=O)OC)=C1C. The result is 1 (inhibitor).